Task: Predict the product of the given reaction.. Dataset: Forward reaction prediction with 1.9M reactions from USPTO patents (1976-2016) (1) The product is: [O-:14][P:13]([O:16][P:17]([O-:20])([O-:19])=[O:18])(=[O:12])[O-:15].[CH3:31][C:32]1[N+:36]([CH2:29][C:25]2[C:26]([NH2:28])=[N:27][C:22]([CH3:21])=[N:23][CH:24]=2)=[CH:35][S:34][C:33]=1[CH2:37][CH2:38][O:39][P:40]([OH:43])([OH:42])=[O:41]. Given the reactants P(O)(O)(O)=O.S1C=CC=CC1.[OH:12][P:13]([O:16][P:17]([OH:20])([OH:19])=[O:18])(=[O:15])[OH:14].[CH3:21][C:22]1[N:27]=[C:26]([NH2:28])[C:25]([CH2:29]O)=[CH:24][N:23]=1.[CH3:31][C:32]1[N:36]=[CH:35][S:34][C:33]=1[CH2:37][CH2:38][O:39][P:40]([OH:43])([OH:42])=[O:41], predict the reaction product. (2) Given the reactants CON(C)[C:4](=[O:28])[C:5]1[CH:10]=[CH:9][CH:8]=[C:7]([C:11]2[CH:12]=[CH:13][C:14]3[O:18][C:17]([CH2:19][CH2:20][N:21]4[CH2:25][CH2:24][CH2:23][C@H:22]4[CH3:26])=[CH:16][C:15]=3[CH:27]=2)[CH:6]=1.[CH2:30]([Mg]Br)[CH3:31], predict the reaction product. The product is: [CH3:26][C@@H:22]1[CH2:23][CH2:24][CH2:25][N:21]1[CH2:20][CH2:19][C:17]1[O:18][C:14]2[CH:15]=[CH:27][C:11]([C:7]3[CH:6]=[C:5]([C:4](=[O:28])[CH2:30][CH3:31])[CH:10]=[CH:9][CH:8]=3)=[CH:12][C:13]=2[CH:16]=1.